From a dataset of Reaction yield outcomes from USPTO patents with 853,638 reactions. Predict the reaction yield, written as a fraction of the theoretical maximum amount of product (1.0 means a 100% yield; for example, 0.34 means a 34% yield). (1) The reactants are [Br:1][C:2]1[CH:7]=[C:6]([C:8]([CH3:11])([CH3:10])[CH3:9])[CH:5]=[CH:4][C:3]=1[NH2:12].[N+:13]([O-])([O-:15])=[O:14].[K+]. The catalyst is OS(O)(=O)=O. The product is [Br:1][C:2]1[CH:7]=[C:6]([C:8]([CH3:9])([CH3:11])[CH3:10])[C:5]([N+:13]([O-:15])=[O:14])=[CH:4][C:3]=1[NH2:12]. The yield is 0.780. (2) No catalyst specified. The product is [CH3:11][O:12][C:2]1[CH:7]=[CH:6][N:5]=[C:4]2[NH:8][CH:9]=[CH:10][C:3]=12. The reactants are Cl[C:2]1[CH:7]=[CH:6][N:5]=[C:4]2[NH:8][CH:9]=[CH:10][C:3]=12.[CH3:11][OH:12]. The yield is 0.450. (3) The reactants are O=C1C2C(C=CC=C2)C(=O)[N:3]1[CH2:12][CH2:13][CH2:14][CH2:15][N:16]1[CH2:21][CH2:20][CH:19]([CH2:22][CH2:23][CH2:24][C:25]([NH2:27])=[O:26])[CH2:18][CH2:17]1.O.NN.C(O)(=O)C. The catalyst is C(O)C. The product is [NH2:3][CH2:12][CH2:13][CH2:14][CH2:15][N:16]1[CH2:21][CH2:20][CH:19]([CH2:22][CH2:23][CH2:24][C:25]([NH2:27])=[O:26])[CH2:18][CH2:17]1. The yield is 0.800. (4) The reactants are [CH:1]1([N:6]2[C:15]3[N:14]=[C:13]([NH:16][C:17]4[CH:22]=[CH:21][C:20]([C:23](=[O:26])[NH:24][CH3:25])=[CH:19][C:18]=4[O:27][CH3:28])[N:12]=[CH:11][C:10]=3[N:9]3[CH:29]=[N:30][C:31]([C:32]([OH:34])=[O:33])=[C:8]3[C@H:7]2[CH2:35][CH3:36])[CH2:5][CH2:4][CH2:3][CH2:2]1.C(N1C=CN=C1)(N1C=CN=C1)=O.[CH2:49](O)[CH:50]=[CH2:51]. The catalyst is CN(C=O)C. The product is [CH:1]1([N:6]2[C:15]3[N:14]=[C:13]([NH:16][C:17]4[CH:22]=[CH:21][C:20]([C:23](=[O:26])[NH:24][CH3:25])=[CH:19][C:18]=4[O:27][CH3:28])[N:12]=[CH:11][C:10]=3[N:9]3[CH:29]=[N:30][C:31]([C:32]([O:34][CH2:51][CH:50]=[CH2:49])=[O:33])=[C:8]3[C@H:7]2[CH2:35][CH3:36])[CH2:2][CH2:3][CH2:4][CH2:5]1. The yield is 0.770. (5) The reactants are [F:1][C:2]1[CH:7]=[C:6](I)[CH:5]=[CH:4][C:3]=1[N:9]1[CH:14]=[C:13]([O:15][CH3:16])[C:12](=[O:17])[C:11]([C:18]2[N:22]([C:23]3[CH:28]=[CH:27][CH:26]=[CH:25][CH:24]=3)[N:21]=[CH:20][CH:19]=2)=[N:10]1.[NH:29]1[CH2:33][CH2:32][CH2:31][C:30]1=[O:34].N[C@@H]1CCCC[C@H]1N.[O-]P([O-])([O-])=O.[K+].[K+].[K+]. The catalyst is O1CCOCC1.[Cu]I.O. The product is [F:1][C:2]1[CH:7]=[C:6]([N:29]2[CH2:33][CH2:32][CH2:31][C:30]2=[O:34])[CH:5]=[CH:4][C:3]=1[N:9]1[CH:14]=[C:13]([O:15][CH3:16])[C:12](=[O:17])[C:11]([C:18]2[N:22]([C:23]3[CH:28]=[CH:27][CH:26]=[CH:25][CH:24]=3)[N:21]=[CH:20][CH:19]=2)=[N:10]1. The yield is 0.330.